Task: Predict the product of the given reaction.. Dataset: Forward reaction prediction with 1.9M reactions from USPTO patents (1976-2016) Given the reactants [C:1]12([CH2:11][C:12](Cl)=[O:13])[CH2:10][CH:5]3[CH2:6][CH:7]([CH2:9][CH:3]([CH2:4]3)[CH2:2]1)[CH2:8]2.[NH2:15][N:16]1[C:21](=[O:22])[C:20]2[CH:23]=[C:24]([CH3:26])[S:25][C:19]=2[N:18]=[C:17]1[CH3:27], predict the reaction product. The product is: [C:1]12([CH2:11][C:12]([NH:15][N:16]3[C:21](=[O:22])[C:20]4[CH:23]=[C:24]([CH3:26])[S:25][C:19]=4[N:18]=[C:17]3[CH3:27])=[O:13])[CH2:10][CH:5]3[CH2:6][CH:7]([CH2:9][CH:3]([CH2:4]3)[CH2:2]1)[CH2:8]2.